Dataset: Tyrosyl-DNA phosphodiesterase HTS with 341,365 compounds. Task: Binary Classification. Given a drug SMILES string, predict its activity (active/inactive) in a high-throughput screening assay against a specified biological target. (1) The compound is S1(=O)(=O)N=C(NCCOC(=O)c2cccnc2)c2c1cccc2. The result is 0 (inactive). (2) The drug is O=C(NCCCNC(=O)CCc1ccc(OC)cc1)CCc1ccc(OC)cc1. The result is 0 (inactive). (3) The compound is O(C(c1ccc(OC)cc1)C(=O)NCc1ccc(cc1)C)C(=O)c1occc1. The result is 0 (inactive). (4) The drug is O=C(N1CCCCC1)Nc1ccc([N+]([O-])=O)cc1. The result is 0 (inactive). (5) The compound is Clc1ccc(c2noc(N3CCN(CC3)c3ccc(OC)cc3)c2C(OC)=O)cc1. The result is 0 (inactive). (6) The result is 0 (inactive). The molecule is Brc1cc(CNc2ccccc2)ccc1OC. (7) The molecule is O=C(NN\C=C1/C=C([N+]([O-])=O)C(=O)C=C1)C1C(C1)(c1ccccc1)c1ccccc1. The result is 0 (inactive). (8) The drug is S(=O)(=O)(N1CCOCC1)c1c(ccc(c1)c1nnc(NCc2[nH]c3c(n2)cccc3)c2c1cccc2)C. The result is 0 (inactive).